Dataset: Reaction yield outcomes from USPTO patents with 853,638 reactions. Task: Predict the reaction yield, written as a fraction of the theoretical maximum amount of product (1.0 means a 100% yield; for example, 0.34 means a 34% yield). (1) The reactants are [NH:1]1[C:9]2[C:4](=[CH:5][CH:6]=[CH:7][CH:8]=2)[C:3]([C:10]([OH:12])=O)=[CH:2]1.C1C=CC2N(O)N=NC=2C=1.C(Cl)CCl.[NH2:27][CH2:28][C:29]([C:32]1[CH:37]=[CH:36][C:35]([NH:38][C:39](=[O:50])[C:40]2[CH:45]=[CH:44][C:43]([O:46][CH3:47])=[C:42]([O:48][CH3:49])[CH:41]=2)=[CH:34][CH:33]=1)([CH3:31])[CH3:30]. The catalyst is O1CCOCC1. The product is [CH3:49][O:48][C:42]1[CH:41]=[C:40]([CH:45]=[CH:44][C:43]=1[O:46][CH3:47])[C:39]([NH:38][C:35]1[CH:34]=[CH:33][C:32]([C:29]([CH3:31])([CH3:30])[CH2:28][NH:27][C:10]([C:3]2[C:4]3[C:9](=[CH:8][CH:7]=[CH:6][CH:5]=3)[NH:1][CH:2]=2)=[O:12])=[CH:37][CH:36]=1)=[O:50]. The yield is 0.620. (2) The reactants are [CH3:1][O:2][C:3]1[CH:12]=[C:11]2[C:6]([CH:7]=[CH:8][CH:9]=[C:10]2[CH2:13][C:14]([OH:16])=O)=[CH:5][CH:4]=1.C(Cl)(=O)C(Cl)=O.[Cl-].[Al+3].[Cl-].[Cl-]. The catalyst is ClCCl. The product is [CH3:1][O:2][C:3]1[C:12]2=[C:11]3[C:6]([CH:7]=[CH:8][CH:9]=[C:10]3[CH2:13][C:14]2=[O:16])=[CH:5][CH:4]=1. The yield is 0.870. (3) The reactants are [CH2:1]([C:5]1([CH3:37])[CH2:10][CH2:9][N:8]([C:11]2[N:16]3[N:17]=[C:18]([C:20]([O:22]CC)=[O:21])[CH:19]=[C:15]3[N:14]=[C:13]([CH3:25])[C:12]=2[C@H:26]([O:32][C:33]([CH3:36])([CH3:35])[CH3:34])[C:27]([O:29][CH2:30][CH3:31])=[O:28])[CH2:7][CH2:6]1)[CH2:2][CH:3]=[CH2:4].[OH-].[Na+]. The catalyst is C(O)C. The product is [CH2:1]([C:5]1([CH3:37])[CH2:10][CH2:9][N:8]([C:11]2[N:16]3[N:17]=[C:18]([C:20]([OH:22])=[O:21])[CH:19]=[C:15]3[N:14]=[C:13]([CH3:25])[C:12]=2[C@H:26]([O:32][C:33]([CH3:36])([CH3:35])[CH3:34])[C:27]([O:29][CH2:30][CH3:31])=[O:28])[CH2:7][CH2:6]1)[CH2:2][CH:3]=[CH2:4]. The yield is 0.940. (4) The reactants are [CH3:1][O:2][CH:3]([O:10]C)[CH:4]([CH3:9])[C:5](OC)=O.[Br:12][C:13]1[CH:18]=[CH:17][C:16]([N+:19]([O-:21])=[O:20])=[CH:15][C:14]=1[NH2:22].CC1C=CC(S(O)(=O)=O)=CC=1. The catalyst is C1C=CC=CC=1. The product is [Br:12][C:13]1[CH:18]=[CH:17][C:16]([N+:19]([O-:21])=[O:20])=[CH:15][C:14]=1[NH:22][CH:5]=[C:4]([CH3:9])[C:3]([O:2][CH3:1])=[O:10]. The yield is 0.675. (5) The product is [ClH:41].[ClH:41].[CH2:1]([O:8][C:9]1[CH:14]=[CH:13][N:12]([C:15]2[CH:16]=[CH:17][C:18]3[C:19]4[CH2:28][N:27]([CH2:31][CH2:32][OH:33])[CH2:26][CH2:25][C:20]=4[N:21]([CH3:24])[C:22]=3[CH:23]=2)[C:11](=[O:29])[CH:10]=1)[C:2]1[CH:3]=[CH:4][CH:5]=[CH:6][CH:7]=1. The reactants are [CH2:1]([O:8][C:9]1[CH:14]=[CH:13][N:12]([C:15]2[CH:16]=[CH:17][C:18]3[C:19]4[CH2:28][NH:27][CH2:26][CH2:25][C:20]=4[N:21]([CH3:24])[C:22]=3[CH:23]=2)[C:11](=[O:29])[CH:10]=1)[C:2]1[CH:7]=[CH:6][CH:5]=[CH:4][CH:3]=1.I[CH2:31][CH2:32][OH:33].C(N(CC)CC)C.[ClH:41]. The catalyst is CC#N. The yield is 0.270.